The task is: Predict the reactants needed to synthesize the given product.. This data is from Full USPTO retrosynthesis dataset with 1.9M reactions from patents (1976-2016). Given the product [N:16]1([C:28]2([F:31])[CH:29]=[CH:30][C:25]([N:16]([CH2:17][CH2:18][C:19]3[CH:20]=[CH:21][CH:22]=[CH:23][CH:24]=3)[C:15]([NH2:14])=[O:33])=[C:26]([F:32])[CH2:27]2)[CH2:36][CH2:35][CH2:19][CH2:18][CH2:17]1, predict the reactants needed to synthesize it. The reactants are: C(OC(N1CCC([NH:14][C:15](=[O:33])[N:16]([C:25]2[CH:30]=[CH:29][C:28]([F:31])=[CH:27][C:26]=2[F:32])[CH2:17][CH2:18][C:19]2[CH:24]=[CH:23][CH:22]=[CH:21][CH:20]=2)CC1)=O)(C)(C)C.F[C:35](F)(F)[C:36](O)=O.